From a dataset of Reaction yield outcomes from USPTO patents with 853,638 reactions. Predict the reaction yield, written as a fraction of the theoretical maximum amount of product (1.0 means a 100% yield; for example, 0.34 means a 34% yield). (1) The reactants are [CH2:1]([O:8][C:9]1[CH:18]=[C:17]2[C:12]([C:13](O)=[CH:14][CH:15]=[N:16]2)=[CH:11][C:10]=1[O:20][CH3:21])[C:2]1[CH:7]=[CH:6][CH:5]=[CH:4][CH:3]=1.C(=O)([O-])[O-].[Na+].[Na+].C(=O)(O)[O-].[Na+].P(Cl)(Cl)([Cl:35])=O. No catalyst specified. The product is [CH2:1]([O:8][C:9]1[CH:18]=[C:17]2[C:12]([C:13]([Cl:35])=[CH:14][CH:15]=[N:16]2)=[CH:11][C:10]=1[O:20][CH3:21])[C:2]1[CH:7]=[CH:6][CH:5]=[CH:4][CH:3]=1. The yield is 0.950. (2) The reactants are Cl[C:2]1[CH:7]=[CH:6][N:5]=[CH:4][C:3]=1[N+:8]([O-:10])=[O:9].[Si:11]([O:18][C@H:19]1[CH2:24][CH2:23][NH:22][CH2:21][C@@H:20]1[NH:25][C:26](=[O:32])[O:27][C:28]([CH3:31])([CH3:30])[CH3:29])([C:14]([CH3:17])([CH3:16])[CH3:15])([CH3:13])[CH3:12].C(N(CC)CC)C. The catalyst is CN(C=O)C. The product is [Si:11]([O:18][C@H:19]1[CH2:24][CH2:23][N:22]([C:2]2[CH:7]=[CH:6][N:5]=[CH:4][C:3]=2[N+:8]([O-:10])=[O:9])[CH2:21][C@@H:20]1[NH:25][C:26](=[O:32])[O:27][C:28]([CH3:31])([CH3:30])[CH3:29])([C:14]([CH3:17])([CH3:16])[CH3:15])([CH3:13])[CH3:12]. The yield is 0.980.